From a dataset of Forward reaction prediction with 1.9M reactions from USPTO patents (1976-2016). Predict the product of the given reaction. (1) Given the reactants [F:1][C:2]([F:41])([F:40])[C:3]1[CH:4]=[C:5]([C@H:13]([O:15][C@H:16]2[CH2:24][N:23]3[C@@H:18]([CH2:19][CH:20]([N:26]4[CH2:31][CH2:30][C:29](=[O:32])[CH2:28][CH2:27]4)[CH2:21][C:22]3=[O:25])[C@@H:17]2[C:33]2[CH:38]=[CH:37][C:36]([F:39])=[CH:35][CH:34]=2)[CH3:14])[CH:6]=[C:7]([C:9]([F:12])([F:11])[F:10])[CH:8]=1.[BH4-].[Na+], predict the reaction product. The product is: [F:41][C:2]([F:1])([F:40])[C:3]1[CH:4]=[C:5]([C@H:13]([O:15][C@H:16]2[CH2:24][N:23]3[C@@H:18]([CH2:19][CH:20]([N:26]4[CH2:27][CH2:28][CH:29]([OH:32])[CH2:30][CH2:31]4)[CH2:21][C:22]3=[O:25])[C@@H:17]2[C:33]2[CH:38]=[CH:37][C:36]([F:39])=[CH:35][CH:34]=2)[CH3:14])[CH:6]=[C:7]([C:9]([F:11])([F:12])[F:10])[CH:8]=1. (2) Given the reactants [CH3:1][O:2][CH2:3][CH2:4][N:5]1[CH2:11][CH2:10][C:9]2[CH:12]=[C:13]([NH2:16])[CH:14]=[CH:15][C:8]=2[CH2:7][CH2:6]1.Cl[C:18]1[N:23]=[C:22]([NH:24][CH:25]([CH3:32])[CH2:26][NH:27][S:28]([CH3:31])(=[O:30])=[O:29])[C:21]([Cl:33])=[CH:20][N:19]=1, predict the reaction product. The product is: [Cl:33][C:21]1[C:22]([NH:24][CH:25]([CH3:32])[CH2:26][NH:27][S:28]([CH3:31])(=[O:30])=[O:29])=[N:23][C:18]([NH:16][C:13]2[CH:14]=[CH:15][C:8]3[CH2:7][CH2:6][N:5]([CH2:4][CH2:3][O:2][CH3:1])[CH2:11][CH2:10][C:9]=3[CH:12]=2)=[N:19][CH:20]=1.